Dataset: Catalyst prediction with 721,799 reactions and 888 catalyst types from USPTO. Task: Predict which catalyst facilitates the given reaction. (1) Reactant: Cl[C:2]1[CH:7]=[C:6](Cl)[C:5]([N+:9]([O-])=O)=[CH:4][N:3]=1.[CH3:12][O:13][CH2:14][CH2:15][NH2:16].C(N(CC)CC)C.[NH:24]1[CH2:29][CH2:28][O:27][CH2:26][CH2:25]1. Product: [CH3:12][O:13][CH2:14][CH2:15][NH:16][C:6]1[CH:7]=[C:2]([N:24]2[CH2:29][CH2:28][O:27][CH2:26][CH2:25]2)[N:3]=[CH:4][C:5]=1[NH2:9]. The catalyst class is: 37. (2) Reactant: [CH3:1][C:2]1([CH3:28])[O:7][C:6]2[CH:8]=[CH:9][C:10]([C@H:12]3[O:16][C:15](=[O:17])[N:14]([CH2:18][CH2:19][CH2:20][CH2:21][CH2:22][CH2:23][O:24][CH2:25][CH2:26][OH:27])[CH2:13]3)=[CH:11][C:5]=2[CH2:4][O:3]1.C(N(C(C)C)CC)(C)C.[CH3:38][S:39](Cl)(=[O:41])=[O:40].C(=O)(O)[O-].[Na+]. Product: [CH3:38][S:39]([O:27][CH2:26][CH2:25][O:24][CH2:23][CH2:22][CH2:21][CH2:20][CH2:19][CH2:18][N:14]1[CH2:13][C@@H:12]([C:10]2[CH:9]=[CH:8][C:6]3[O:7][C:2]([CH3:28])([CH3:1])[O:3][CH2:4][C:5]=3[CH:11]=2)[O:16][C:15]1=[O:17])(=[O:41])=[O:40]. The catalyst class is: 4.